This data is from Forward reaction prediction with 1.9M reactions from USPTO patents (1976-2016). The task is: Predict the product of the given reaction. (1) Given the reactants [CH3:1][N:2]1[CH2:7][CH2:6][N:5]([C:8]2[CH:13]=[C:12]([C:14]([F:17])([F:16])[F:15])[CH:11]=[CH:10][C:9]=2[C:18]2[CH:27]=[CH:26][CH:25]=[C:24]3[C:19]=2[CH2:20][CH2:21][N:22](C(OC(C)(C)C)=O)[CH2:23]3)[CH2:4][CH2:3]1.Cl.O1CCOCC1, predict the reaction product. The product is: [CH3:1][N:2]1[CH2:7][CH2:6][N:5]([C:8]2[CH:13]=[C:12]([C:14]([F:16])([F:15])[F:17])[CH:11]=[CH:10][C:9]=2[C:18]2[CH:27]=[CH:26][CH:25]=[C:24]3[C:19]=2[CH2:20][CH2:21][NH:22][CH2:23]3)[CH2:4][CH2:3]1. (2) The product is: [N:15]1[C:16]2[C:11](=[C:10]3[C:19](=[CH:18][CH:17]=2)[CH2:20][CH2:21][C@H:8]([CH2:7][OH:6])[O:9]3)[CH:12]=[CH:13][CH:14]=1. Given the reactants C([SiH2][O:6][C:7](C)(C)[C@H:8]1[CH2:21][CH2:20][C:19]2[C:10](=[C:11]3[C:16](=[CH:17][CH:18]=2)[N:15]=[CH:14][CH:13]=[CH:12]3)[O:9]1)(C)(C)C.[F-].C([N+](CCCC)(CCCC)CCCC)CCC, predict the reaction product. (3) Given the reactants C([O:5][C:6](=[O:36])[C:7]1[CH:12]=[CH:11][C:10]([CH2:13][N:14]2[C:19](=[O:20])[C:18]3[CH:21]=[C:22]([C:25]#[C:26][CH2:27][C:28]4[CH:33]=[CH:32][CH:31]=[CH:30][CH:29]=4)[CH:23]=[CH:24][C:17]=3[N:16]([CH3:34])[S:15]2=[O:35])=[CH:9][CH:8]=1)(C)(C)C.FC(F)(F)C(O)=O, predict the reaction product. The product is: [CH3:34][N:16]1[S:15](=[O:35])[N:14]([CH2:13][C:10]2[CH:9]=[CH:8][C:7]([C:6]([OH:36])=[O:5])=[CH:12][CH:11]=2)[C:19](=[O:20])[C:18]2[CH:21]=[C:22]([C:25]#[C:26][CH2:27][C:28]3[CH:33]=[CH:32][CH:31]=[CH:30][CH:29]=3)[CH:23]=[CH:24][C:17]1=2. (4) Given the reactants Cl[C:2]1[N:7]=[C:6]([NH:8][C:9]2[CH:18]=[CH:17][CH:16]=[CH:15][C:10]=2[C:11]([NH:13][CH3:14])=[O:12])[C:5]([Cl:19])=[CH:4][N:3]=1.[NH2:20][C:21]1[CH:22]=[CH:23][C:24]2[N:30]([CH3:31])[C:29](=[O:32])[O:28][CH2:27][CH2:26][C:25]=2[CH:33]=1, predict the reaction product. The product is: [Cl:19][C:5]1[C:6]([NH:8][C:9]2[CH:18]=[CH:17][CH:16]=[CH:15][C:10]=2[C:11]([NH:13][CH3:14])=[O:12])=[N:7][C:2]([NH:20][C:21]2[CH:22]=[CH:23][C:24]3[N:30]([CH3:31])[C:29](=[O:32])[O:28][CH2:27][CH2:26][C:25]=3[CH:33]=2)=[N:3][CH:4]=1.